Dataset: Catalyst prediction with 721,799 reactions and 888 catalyst types from USPTO. Task: Predict which catalyst facilitates the given reaction. (1) Reactant: CC(C[AlH]CC(C)C)C.[F:10][C:11]1[CH:32]=[CH:31][CH:30]=[C:29]([F:33])[C:12]=1[CH2:13][N:14]1[C:19]([CH3:20])=[C:18]([C:21](OCC)=[O:22])[C:17](=[O:26])[C:16]([Br:27])=[C:15]1[CH3:28]. Product: [F:10][C:11]1[CH:32]=[CH:31][CH:30]=[C:29]([F:33])[C:12]=1[CH2:13][N:14]1[C:19]([CH3:20])=[C:18]([CH:21]=[O:22])[C:17](=[O:26])[C:16]([Br:27])=[C:15]1[CH3:28]. The catalyst class is: 5. (2) Reactant: [CH2:1]([C:4]1[CH:49]=[C:48]([Cl:50])[C:7]([O:8][CH2:9][CH2:10][O:11][C:12]2[CH:47]=[CH:46][C:15]([CH2:16][CH:17]([C:27]([N:29]([CH2:33][C:34]3[CH:39]=[C:38]([CH2:40][CH2:41][CH2:42][O:43][CH3:44])[CH:37]=[CH:36][C:35]=3[Cl:45])[CH:30]3[CH2:32][CH2:31]3)=[O:28])[CH2:18][NH:19][C:20](=[O:26])[O:21][C:22]([CH3:25])([CH3:24])[CH3:23])=[CH:14][CH:13]=2)=[C:6]([Cl:51])[CH:5]=1)[CH:2]=[CH2:3].C12BC(CCC1)CCC2.[OH-:61].[Na+].OO. Product: [C:22]([O:21][C:20](=[O:26])[NH:19][CH2:18][CH:17]([CH2:16][C:15]1[CH:14]=[CH:13][C:12]([O:11][CH2:10][CH2:9][O:8][C:7]2[C:6]([Cl:51])=[CH:5][C:4]([CH2:1][CH2:2][CH2:3][OH:61])=[CH:49][C:48]=2[Cl:50])=[CH:47][CH:46]=1)[C:27]([N:29]([CH2:33][C:34]1[CH:39]=[C:38]([CH2:40][CH2:41][CH2:42][O:43][CH3:44])[CH:37]=[CH:36][C:35]=1[Cl:45])[CH:30]1[CH2:32][CH2:31]1)=[O:28])([CH3:23])([CH3:25])[CH3:24]. The catalyst class is: 674. (3) Reactant: [Cl:1][C:2]1[CH:9]=[CH:8][CH:7]=[C:6]([F:10])[C:3]=1[CH:4]=O.[N+:11]([C:13]1[CH:22]=[CH:21][C:16]2[O:17][CH2:18][CH2:19][O:20][C:15]=2[CH:14]=1)#[C-:12].[NH2:23][C:24]1[N:29]=[CH:28][C:27]([S:30]([N:33]([CH3:35])[CH3:34])(=[O:32])=[O:31])=[CH:26][CH:25]=1.[Br-].C([N+]1C=CN(C)C=1)CCC. Product: [Cl:1][C:2]1[CH:9]=[CH:8][CH:7]=[C:6]([F:10])[C:3]=1[C:4]1[N:23]=[C:24]2[CH:25]=[CH:26][C:27]([S:30]([N:33]([CH3:35])[CH3:34])(=[O:32])=[O:31])=[CH:28][N:29]2[C:12]=1[NH:11][C:13]1[CH:22]=[CH:21][C:16]2[O:17][CH2:18][CH2:19][O:20][C:15]=2[CH:14]=1. The catalyst class is: 243.